This data is from Full USPTO retrosynthesis dataset with 1.9M reactions from patents (1976-2016). The task is: Predict the reactants needed to synthesize the given product. (1) Given the product [OH:1][CH:2]1[C:11]2[CH:10]=[C:9]([C:12]([O:14][CH3:15])=[O:13])[CH:8]=[CH:7][C:6]=2[CH2:5][CH2:4][CH2:3]1, predict the reactants needed to synthesize it. The reactants are: [O:1]=[C:2]1[C:11]2[CH:10]=[C:9]([C:12]([O:14][CH3:15])=[O:13])[CH:8]=[CH:7][C:6]=2[CH2:5][CH2:4][CH2:3]1.C1COCC1.[BH4-].[Na+].Cl. (2) Given the product [ClH:20].[NH2:4][CH2:5][C:11](=[O:19])[CH2:12][CH2:13][C:14]([OH:16])=[O:15], predict the reactants needed to synthesize it. The reactants are: C([NH:4][CH:5]([C:11](=[O:19])[CH2:12][CH2:13][C:14]([O:16]CC)=[O:15])C(OCC)=O)(=O)C.[ClH:20]. (3) Given the product [Br:27][C:28]1[CH:29]=[C:30]([CH:37]([NH:40][C:41]([CH3:44])([CH3:43])[CH3:42])[CH2:38][OH:39])[CH:31]=[C:32]([C:35]#[N:36])[C:33]=1[NH2:34], predict the reactants needed to synthesize it. The reactants are: C([C@](C(O)=O)(O)[C@](C(=O)C1C=CC=CC=1)(O)C(O)=O)(=O)C1C=CC=CC=1.[Br:27][C:28]1[CH:29]=[C:30]([CH:37]([NH:40][C:41]([CH3:44])([CH3:43])[CH3:42])[CH2:38][OH:39])[CH:31]=[C:32]([C:35]#[N:36])[C:33]=1[NH2:34].[OH-].[Na+].